From a dataset of Full USPTO retrosynthesis dataset with 1.9M reactions from patents (1976-2016). Predict the reactants needed to synthesize the given product. (1) The reactants are: C[Si](C)([O:7][CH2:8][CH2:9][CH2:10][N:11]1[CH2:16][CH2:15][N:14]([C:17]([O:19][CH2:20][C:21]2[CH:26]=[CH:25][CH:24]=[CH:23][CH:22]=2)=[O:18])[CH2:13][CH2:12]1)C(C)(C)C.[F-].C([N+](CCCC)(CCCC)CCCC)CCC. Given the product [OH:7][CH2:8][CH2:9][CH2:10][N:11]1[CH2:16][CH2:15][N:14]([C:17]([O:19][CH2:20][C:21]2[CH:22]=[CH:23][CH:24]=[CH:25][CH:26]=2)=[O:18])[CH2:13][CH2:12]1, predict the reactants needed to synthesize it. (2) Given the product [CH2:6]([N:5]([CH3:4])[C:8](/[N:10]=[C:11]1\[S:12][C:13]([CH3:26])=[CH:14][N:15]\1[C:16]1[CH:21]=[CH:20][C:19]([C:22]([F:24])([F:25])[F:23])=[CH:18][CH:17]=1)=[O:9])[CH3:7], predict the reactants needed to synthesize it. The reactants are: [I-].C[N+]1[CH:7]=[CH:6][N:5]([C:8](/[N:10]=[C:11]2\[S:12][C:13]([CH3:26])=[CH:14][N:15]\2[C:16]2[CH:21]=[CH:20][C:19]([C:22]([F:25])([F:24])[F:23])=[CH:18][CH:17]=2)=[O:9])[CH:4]=1.C(N(C(C)C)CC)(C)C.Cl.CNCC. (3) Given the product [NH:44]1[CH:57]=[CH:56][N:79]=[C:45]1[CH2:50][N:1]1[CH2:2][CH2:3][CH:4]([N:7]2[C:20]3[CH:19]=[CH:18][C:17]([C:21]4[CH:26]=[CH:25][CH:24]=[CH:23][C:22]=4[NH:27][C:28](=[O:30])[CH3:29])=[CH:16][C:15]=3[O:14][C:13]3[C:8]2=[CH:9][CH:10]=[CH:11][CH:12]=3)[CH2:5][CH2:6]1.[C:31]([OH:37])([C:33]([F:36])([F:35])[F:34])=[O:32], predict the reactants needed to synthesize it. The reactants are: [NH:1]1[CH2:6][CH2:5][CH:4]([N:7]2[C:20]3[CH:19]=[CH:18][C:17]([C:21]4[CH:26]=[CH:25][CH:24]=[CH:23][C:22]=4[NH:27][C:28](=[O:30])[CH3:29])=[CH:16][C:15]=3[O:14][C:13]3[C:8]2=[CH:9][CH:10]=[CH:11][CH:12]=3)[CH2:3][CH2:2]1.[C:31]([OH:37])([C:33]([F:36])([F:35])[F:34])=[O:32].N1CCC([N:44]2[C:57]3[CH:56]=CC(C4NN=NN=4)=CC=3O[C:50]3[C:45]2=CC=CC=3)CC1.C(O[BH-](OC(=O)C)OC(=O)C)(=O)C.[Na+].[BH4-].C[N+:79](C)(C)C. (4) Given the product [CH3:61][O:62][C:63]1[C:68]([N+:69]([O-:71])=[O:70])=[CH:67][CH:66]=[CH:65][C:64]=1[CH2:72][CH:73]=[O:74], predict the reactants needed to synthesize it. The reactants are: COC1C([N+]([O-])=O)=CC=CC=1C=O.C1OCCOCCOCCOCCOCCOC1.[Cl-].COC[P+](C1C=CC=CC=1)(C1C=CC=CC=1)C1C=CC=CC=1.C(=O)([O-])[O-].[K+].[K+].[CH3:61][O:62][C:63]1[C:68]([N+:69]([O-:71])=[O:70])=[CH:67][CH:66]=[CH:65][C:64]=1/[CH:72]=[CH:73]/[O:74]C.COC1C([N+]([O-])=O)=CC=CC=1/C=C\OC.C(=O)([O-])[O-].[Na+].[Na+]. (5) Given the product [CH3:20][N:21]([CH2:2][C:3]1[CH:4]=[C:5]([C:14]([O:16][CH2:17][CH3:18])=[O:15])[CH:6]=[C:7]([CH:13]=1)[C:8]([O:10][CH2:11][CH3:12])=[O:9])[CH3:22], predict the reactants needed to synthesize it. The reactants are: O[CH2:2][C:3]1[CH:4]=[C:5]([C:14]([O:16][CH2:17][CH3:18])=[O:15])[CH:6]=[C:7]([CH:13]=1)[C:8]([O:10][CH2:11][CH3:12])=[O:9].C[CH2:20][N:21](C(C)C)[CH:22](C)C.C1(C)C(S(OS(C2C(C)=CC=CC=2)(=O)=O)(=O)=O)=CC=CC=1.CNC. (6) Given the product [ClH:1].[Cl:1][C:2]1[CH:3]=[CH:4][C:5]([C:8]2[N:9]=[C:10]3[CH:15]=[CH:14][C:13]([B:16]([OH:20])[OH:17])=[CH:12][N:11]3[CH:25]=2)=[CH:6][CH:7]=1, predict the reactants needed to synthesize it. The reactants are: [Cl:1][C:2]1[CH:7]=[CH:6][C:5]([C:8]2[N:9]=[C:10]3[CH:15]=[CH:14][C:13]([B:16]4[O:20]C(C)(C)C(C)(C)[O:17]4)=[CH:12][N:11]3[CH:25]=2)=[CH:4][CH:3]=1.Cl.C(OCC)C. (7) Given the product [NH2:1][C:4]1[CH:9]=[CH:8][C:7]([C:10]2[C:14]([C:15]3[CH:20]=[CH:19][N:18]=[C:17]4[N:21]([S:34]([C:37]5[CH:38]=[CH:39][CH:40]=[CH:41][CH:42]=5)(=[O:35])=[O:36])[C:22]([C:24]5[CH:25]=[CH:26][C:27]([NH:30][C:31](=[O:33])[CH3:32])=[CH:28][CH:29]=5)=[CH:23][C:16]=34)=[CH:13][N:12]([CH2:43][CH3:44])[N:11]=2)=[CH:6][CH:5]=1, predict the reactants needed to synthesize it. The reactants are: [N+:1]([C:4]1[CH:9]=[CH:8][C:7]([C:10]2[C:14]([C:15]3[CH:20]=[CH:19][N:18]=[C:17]4[N:21]([S:34]([C:37]5[CH:42]=[CH:41][CH:40]=[CH:39][CH:38]=5)(=[O:36])=[O:35])[C:22]([C:24]5[CH:29]=[CH:28][C:27]([NH:30][C:31](=[O:33])[CH3:32])=[CH:26][CH:25]=5)=[CH:23][C:16]=34)=[CH:13][N:12]([CH2:43][CH3:44])[N:11]=2)=[CH:6][CH:5]=1)([O-])=O.[H][H].